This data is from Forward reaction prediction with 1.9M reactions from USPTO patents (1976-2016). The task is: Predict the product of the given reaction. (1) Given the reactants [CH3:1][N:2]1[C:7]2=[CH:8][N:9]([CH2:19][CH2:20][S:21]C(C3C=CC=CC=3)(C3C=CC=CC=3)C3C=CC=CC=3)[C:10]([C:11]3[CH:12]=[C:13]([CH:16]=[CH:17][CH:18]=3)[C:14]#[N:15])=[C:6]2[C:5](=[O:41])[N:4]([CH3:42])[C:3]1=[O:43].CSC1NC(=S)NC(=S)N=1.C([SiH](CC)CC)C.C(O)(C(F)(F)F)=O, predict the reaction product. The product is: [SH:21][CH2:20][CH2:19][N:9]1[C:10]([C:11]2[CH:12]=[C:13]([CH:16]=[CH:17][CH:18]=2)[C:14]#[N:15])=[C:6]2[C:7]([N:2]([CH3:1])[C:3](=[O:43])[N:4]([CH3:42])[C:5]2=[O:41])=[CH:8]1. (2) Given the reactants [CH2:1]([CH:3]([CH2:20][CH3:21])[CH2:4][O:5][C:6]1[CH:7]=[C:8]([C:16](OC)=[O:17])[CH:9]=[C:10]([CH:15]=1)[C:11](OC)=[O:12])[CH3:2].[H-].[H-].[H-].[H-].[Li+].[Al+3], predict the reaction product. The product is: [CH2:20]([CH:3]([CH2:1][CH3:2])[CH2:4][O:5][C:6]1[CH:15]=[C:10]([CH2:11][OH:12])[CH:9]=[C:8]([CH2:16][OH:17])[CH:7]=1)[CH3:21]. (3) Given the reactants [OH:1][C:2]([C:12]1[CH:17]=[CH:16][C:15]([N+]([O-])=O)=[CH:14][CH:13]=1)([CH3:11])[CH2:3][NH:4][S:5]([CH:8]([CH3:10])[CH3:9])(=[O:7])=[O:6].[H+].[B-](F)(F)(F)F.N([O-])=[O:28].[Na+].[OH-].[Na+], predict the reaction product. The product is: [OH:1][C:2]([C:12]1[CH:17]=[CH:16][C:15]([OH:28])=[CH:14][CH:13]=1)([CH3:11])[CH2:3][NH:4][S:5]([CH:8]([CH3:10])[CH3:9])(=[O:7])=[O:6]. (4) Given the reactants [Cl:1][C:2]1[C:3]([F:45])=[C:4]([C@@H:8]2[C@:12]([C:15]3[CH:20]=[CH:19][C:18]([Cl:21])=[CH:17][C:16]=3[F:22])([C:13]#[N:14])[C@H:11]([CH2:23][C:24]([CH3:27])([CH3:26])[CH3:25])[NH:10][C@H:9]2[C:28]([NH:30][C:31]2[CH:39]=[CH:38][C:34]([C:35]([OH:37])=[O:36])=[CH:33][C:32]=2OC(F)(F)F)=[O:29])[CH:5]=[CH:6][CH:7]=1.[CH:46]1([CH:49]=O)[CH2:48][CH2:47]1.CC(O)=O.C(O[BH-](OC(=O)C)OC(=O)C)(=O)C.[Na+], predict the reaction product. The product is: [Cl:1][C:2]1[C:3]([F:45])=[C:4]([C@H:8]2[C@H:9]3[N:10]([C@H:49]([CH:46]4[CH2:48][CH2:47]4)[N:30]([C:31]4[CH:39]=[CH:38][C:34]([C:35]([OH:37])=[O:36])=[CH:33][CH:32]=4)[C:28]3=[O:29])[C@@H:11]([CH2:23][C:24]([CH3:26])([CH3:25])[CH3:27])[C@@:12]2([C:15]2[CH:20]=[CH:19][C:18]([Cl:21])=[CH:17][C:16]=2[F:22])[C:13]#[N:14])[CH:5]=[CH:6][CH:7]=1. (5) Given the reactants Cl.[F:2][C:3]1[CH:4]=[CH:5][C:6]([O:27][CH3:28])=[C:7]([C:9]2[CH2:10][CH2:11][N:12]([C:15](=O)[C@H:16]([NH:24][CH3:25])[CH2:17][C:18]3[CH:23]=[CH:22][CH:21]=[CH:20][CH:19]=3)[CH2:13][CH:14]=2)[CH:8]=1.C(N(CC)CC)C.[H-].[Al+3].[Li+].[H-].[H-].[H-], predict the reaction product. The product is: [CH2:17]([C@@H:16]([NH:24][CH3:25])[CH2:15][N:12]1[CH2:13][CH2:14][C:9]([C:7]2[CH:8]=[C:3]([F:2])[CH:4]=[CH:5][C:6]=2[O:27][CH3:28])=[CH:10][CH2:11]1)[C:18]1[CH:19]=[CH:20][CH:21]=[CH:22][CH:23]=1. (6) Given the reactants [NH2:1][CH:2]1[CH:9]2[CH2:10][C:5]3([C:12]([O:14][CH3:15])=[O:13])[CH2:6][CH:7]([CH2:11][CH:3]1[CH2:4]3)[CH2:8]2.Cl[C:17]([O:19][CH2:20][C:21]1[CH:26]=[CH:25][CH:24]=[CH:23][CH:22]=1)=[O:18].[C:27](=O)([O-])[O-].[Na+].[Na+], predict the reaction product. The product is: [CH2:20]([O:19][C:17](=[O:18])[CH2:27][NH:1][CH:2]1[CH:9]2[CH2:10][C:5]3([C:12]([O:14][CH3:15])=[O:13])[CH2:6][CH:7]([CH2:11][CH:3]1[CH2:4]3)[CH2:8]2)[C:21]1[CH:26]=[CH:25][CH:24]=[CH:23][CH:22]=1.